This data is from Merck oncology drug combination screen with 23,052 pairs across 39 cell lines. The task is: Regression. Given two drug SMILES strings and cell line genomic features, predict the synergy score measuring deviation from expected non-interaction effect. (1) Drug 1: O=S1(=O)NC2(CN1CC(F)(F)F)C1CCC2Cc2cc(C=CCN3CCC(C(F)(F)F)CC3)ccc2C1. Drug 2: CNC(=O)c1cc(Oc2ccc(NC(=O)Nc3ccc(Cl)c(C(F)(F)F)c3)cc2)ccn1. Cell line: HCT116. Synergy scores: synergy=10.4. (2) Drug 1: C=CCn1c(=O)c2cnc(Nc3ccc(N4CCN(C)CC4)cc3)nc2n1-c1cccc(C(C)(C)O)n1. Drug 2: Cc1nc(Nc2ncc(C(=O)Nc3c(C)cccc3Cl)s2)cc(N2CCN(CCO)CC2)n1. Cell line: MDAMB436. Synergy scores: synergy=39.3.